From a dataset of NCI-60 drug combinations with 297,098 pairs across 59 cell lines. Regression. Given two drug SMILES strings and cell line genomic features, predict the synergy score measuring deviation from expected non-interaction effect. (1) Drug 1: COC1=NC(=NC2=C1N=CN2C3C(C(C(O3)CO)O)O)N. Cell line: NCIH23. Synergy scores: CSS=7.43, Synergy_ZIP=1.95, Synergy_Bliss=1.03, Synergy_Loewe=3.85, Synergy_HSA=3.81. Drug 2: COC1=C2C(=CC3=C1OC=C3)C=CC(=O)O2. (2) Drug 1: C1CCC(CC1)NC(=O)N(CCCl)N=O. Drug 2: COC1=C2C(=CC3=C1OC=C3)C=CC(=O)O2. Cell line: MOLT-4. Synergy scores: CSS=29.8, Synergy_ZIP=1.51, Synergy_Bliss=2.16, Synergy_Loewe=-9.23, Synergy_HSA=0.842. (3) Drug 1: CC1C(C(CC(O1)OC2CC(CC3=C2C(=C4C(=C3O)C(=O)C5=C(C4=O)C(=CC=C5)OC)O)(C(=O)C)O)N)O.Cl. Drug 2: CC12CCC3C(C1CCC2O)C(CC4=C3C=CC(=C4)O)CCCCCCCCCS(=O)CCCC(C(F)(F)F)(F)F. Cell line: RPMI-8226. Synergy scores: CSS=32.9, Synergy_ZIP=8.22, Synergy_Bliss=11.0, Synergy_Loewe=-17.6, Synergy_HSA=8.72. (4) Drug 1: CS(=O)(=O)CCNCC1=CC=C(O1)C2=CC3=C(C=C2)N=CN=C3NC4=CC(=C(C=C4)OCC5=CC(=CC=C5)F)Cl. Drug 2: CC(C)CN1C=NC2=C1C3=CC=CC=C3N=C2N. Cell line: RPMI-8226. Synergy scores: CSS=2.86, Synergy_ZIP=-4.01, Synergy_Bliss=-5.30, Synergy_Loewe=-9.76, Synergy_HSA=-9.69. (5) Drug 1: CN(CCCl)CCCl.Cl. Drug 2: CC1C(C(CC(O1)OC2CC(CC3=C2C(=C4C(=C3O)C(=O)C5=CC=CC=C5C4=O)O)(C(=O)C)O)N)O. Cell line: UACC-257. Synergy scores: CSS=59.9, Synergy_ZIP=-8.75, Synergy_Bliss=-4.23, Synergy_Loewe=-0.738, Synergy_HSA=1.25. (6) Drug 1: C1CN1P(=S)(N2CC2)N3CC3. Drug 2: C(CC(=O)O)C(=O)CN.Cl. Cell line: UO-31. Synergy scores: CSS=1.66, Synergy_ZIP=-1.50, Synergy_Bliss=-1.21, Synergy_Loewe=-3.59, Synergy_HSA=-1.77. (7) Drug 1: CNC(=O)C1=CC=CC=C1SC2=CC3=C(C=C2)C(=NN3)C=CC4=CC=CC=N4. Drug 2: C1=NC2=C(N1)C(=S)N=C(N2)N. Cell line: T-47D. Synergy scores: CSS=20.6, Synergy_ZIP=-6.05, Synergy_Bliss=3.30, Synergy_Loewe=-0.819, Synergy_HSA=1.90.